Dataset: Forward reaction prediction with 1.9M reactions from USPTO patents (1976-2016). Task: Predict the product of the given reaction. (1) Given the reactants [C:1]([O:9][CH2:10][C@H:11]1[S:15][CH:14]([N:16]2[CH:31]=[CH:30][C:20]([NH:21][C:22](=[O:29])[C:23]3[CH:28]=[CH:27][CH:26]=[CH:25][CH:24]=3)=[N:19][C:17]2=[O:18])[CH2:13][O:12]1)(=[O:8])[C:2]1[CH:7]=[CH:6][CH:5]=[CH:4][CH:3]=1, predict the reaction product. The product is: [C:1]([O:9][CH2:10][C@H:11]1[S:15][C@@H:14]([N:16]2[CH:31]=[CH:30][C:20]([NH:21][C:22](=[O:29])[C:23]3[CH:28]=[CH:27][CH:26]=[CH:25][CH:24]=3)=[N:19][C:17]2=[O:18])[CH2:13][O:12]1)(=[O:8])[C:2]1[CH:7]=[CH:6][CH:5]=[CH:4][CH:3]=1. (2) Given the reactants [C:1]([O:5]CC)(=[O:4])[CH:2]=O.[NH2:8][C:9]1[C:10]([C:15]2[CH:16]=[CH:17][C:18]([Cl:35])=[C:19]([CH:34]=2)[C:20]([NH:22][CH2:23][C:24]23[CH2:33][CH:28]4[CH2:29][CH:30]([CH2:32][CH:26]([CH2:27]4)[CH2:25]2)[CH2:31]3)=[O:21])=[N:11][CH:12]=[CH:13][CH:14]=1.C(O[BH-](OC(=O)C)OC(=O)C)(=O)C.[Na+], predict the reaction product. The product is: [Cl:35][C:18]1[CH:17]=[CH:16][C:15]([C:10]2[C:9]([NH:8][CH2:2][C:1]([OH:5])=[O:4])=[CH:14][CH:13]=[CH:12][N:11]=2)=[CH:34][C:19]=1[C:20]([NH:22][CH2:23][C:24]12[CH2:25][CH:26]3[CH2:32][CH:30]([CH2:29][CH:28]([CH2:27]3)[CH2:33]1)[CH2:31]2)=[O:21]. (3) Given the reactants [CH2:1]([OH:6])[CH2:2][CH2:3][C:4]#[CH:5].[Cl:7][C:8]1[CH:36]=[CH:35][CH:34]=[C:33]([Cl:37])[C:9]=1[C:10]([NH:12][C@H:13]([C:29]([O:31][CH3:32])=[O:30])[CH2:14][C:15]1[CH:20]=[CH:19][C:18](OS(C(F)(F)F)(=O)=O)=[CH:17][CH:16]=1)=[O:11].C(N(CC)CC)C, predict the reaction product. The product is: [Cl:7][C:8]1[CH:36]=[CH:35][CH:34]=[C:33]([Cl:37])[C:9]=1[C:10]([NH:12][C@H:13]([C:29]([O:31][CH3:32])=[O:30])[CH2:14][C:15]1[CH:20]=[CH:19][C:18]([C:5]#[C:4][CH2:3][CH2:2][CH2:1][OH:6])=[CH:17][CH:16]=1)=[O:11]. (4) Given the reactants B(F)(F)F.CCOCC.[CH2:10]([O:17][C:18]1[CH:36]=[CH:35][C:21]([C:22]([O:24][CH2:25][C:26]([C:28]2[CH:33]=[CH:32][C:31]([Br:34])=[CH:30][CH:29]=2)=O)=O)=[CH:20][CH:19]=1)[CH2:11][CH2:12][CH2:13][CH2:14][CH2:15][CH3:16].C([NH2:40])(=O)C, predict the reaction product. The product is: [Br:34][C:31]1[CH:32]=[CH:33][C:28]([C:26]2[N:40]=[C:22]([C:21]3[CH:35]=[CH:36][C:18]([O:17][CH2:10][CH2:11][CH2:12][CH2:13][CH2:14][CH2:15][CH3:16])=[CH:19][CH:20]=3)[O:24][CH:25]=2)=[CH:29][CH:30]=1. (5) The product is: [C:31]([C:12]1[C:13]2[C:18](=[CH:17][CH:16]=[C:15]([NH:21][C:22](=[O:30])[C:23]3[CH:24]=[CH:25][C:26]([F:29])=[CH:27][CH:28]=3)[CH:14]=2)[C:19]([OH:20])=[C:10]([C:8]([NH:7][CH2:6][C:5]([CH3:34])([CH3:33])[C:4]([OH:35])=[O:3])=[O:9])[N:11]=1)#[N:32]. Given the reactants C([O:3][C:4](=[O:35])[C:5]([CH3:34])([CH3:33])[CH2:6][NH:7][C:8]([C:10]1[N:11]=[C:12]([C:31]#[N:32])[C:13]2[C:18]([C:19]=1[OH:20])=[CH:17][CH:16]=[C:15]([NH:21][C:22](=[O:30])[C:23]1[CH:28]=[CH:27][C:26]([F:29])=[CH:25][CH:24]=1)[CH:14]=2)=[O:9])C.[OH-].[Na+], predict the reaction product. (6) Given the reactants [CH3:1][C:2]([CH3:5])([O-])[CH3:3].[K+].[C:7]([O:11][C:12]([N:14]1[CH2:29][CH2:28][C:17]2[NH:18][C:19]3[CH:20]=[CH:21][C:22]([C:25](O)=[O:26])=[CH:23][C:24]=3[C:16]=2[CH2:15]1)=[O:13])([CH3:10])([CH3:9])[CH3:8].[CH3:30][N:31]1[CH:35]=[C:34]([S:36](Cl)(=[O:38])=[O:37])[N:33]=[CH:32]1.[CH3:40][N:41](C=O)[CH3:42], predict the reaction product. The product is: [CH3:30][N:31]1[CH:35]=[C:34]([S:36]([N:18]2[C:19]3[CH:20]=[CH:21][C:22]([C:25]([N:41]4[CH2:42][CH2:3][CH:2]([CH3:5])[CH2:1][CH2:40]4)=[O:26])=[CH:23][C:24]=3[C:16]3[CH2:15][N:14]([C:12]([O:11][C:7]([CH3:10])([CH3:9])[CH3:8])=[O:13])[CH2:29][CH2:28][C:17]2=3)(=[O:38])=[O:37])[N:33]=[CH:32]1.